The task is: Predict the product of the given reaction.. This data is from Forward reaction prediction with 1.9M reactions from USPTO patents (1976-2016). (1) Given the reactants [F:1][C:2]1[CH:3]=[C:4]([CH:27]=[CH:28][C:29]=1[F:30])[CH2:5][NH:6][C:7]([C:9]1[C:17]2[C:12](=[CH:13][CH:14]=[C:15]([NH2:18])[CH:16]=2)[N:11]([CH2:19][C:20]2[CH:25]=[CH:24][CH:23]=[CH:22][CH:21]=2)[C:10]=1[CH3:26])=[O:8].[C:31](OC(=O)C)(=[O:33])[CH3:32], predict the reaction product. The product is: [F:1][C:2]1[CH:3]=[C:4]([CH:27]=[CH:28][C:29]=1[F:30])[CH2:5][NH:6][C:7]([C:9]1[C:17]2[C:12](=[CH:13][CH:14]=[C:15]([NH:18][C:31](=[O:33])[CH3:32])[CH:16]=2)[N:11]([CH2:19][C:20]2[CH:25]=[CH:24][CH:23]=[CH:22][CH:21]=2)[C:10]=1[CH3:26])=[O:8]. (2) Given the reactants S1[CH:5]=[CH:4][C:3]([S:6][C:7]2[CH:12]=[CH:11][C:10]([N+:13]([O-])=O)=[CH:9][CH:8]=2)=C1.[N+:16]([C:19]1C=CC(S)=C[CH:20]=1)([O-])=O.BrC1C=CSC=1.[OH-].[K+], predict the reaction product. The product is: [N:16]1[CH:19]=[CH:20][CH:5]=[CH:4][C:3]=1[S:6][C:7]1[CH:8]=[CH:9][C:10]([NH2:13])=[CH:11][CH:12]=1. (3) Given the reactants Br[C:2]1[N:7]=[CH:6][C:5]([N:8]2[CH2:13][CH2:12][N:11]([C:14]([O:16][C:17]([CH3:20])([CH3:19])[CH3:18])=[O:15])[CH2:10][CH2:9]2)=[CH:4][C:3]=1[Cl:21].[CH3:22][Sn](C)(C)C.C1(P(C2C=CC=CC=2)C2C=CC=CC=2)C=CC=CC=1.CN(C)C=O, predict the reaction product. The product is: [NH3:7].[Cl:21][C:3]1[CH:4]=[C:5]([N:8]2[CH2:13][CH2:12][N:11]([C:14]([O:16][C:17]([CH3:20])([CH3:19])[CH3:18])=[O:15])[CH2:10][CH2:9]2)[CH:6]=[N:7][C:2]=1[CH3:22]. (4) Given the reactants [C:1]([N:9]1[CH2:14][CH2:13][N:12]([C:15]([O-])=O)[CH2:11][CH2:10]1)(=[O:8])[C:2]1[CH:7]=[CH:6][CH:5]=[CH:4][CH:3]=1.[Cl:18][C:19]1[CH:20]=[N:21][CH:22]=[C:23]([Cl:26])C=1Cl.C(N(CC)CC)C, predict the reaction product. The product is: [Cl:18][C:19]1[CH:20]=[N:21][CH:22]=[C:23]([Cl:26])[C:15]=1[N:12]1[CH2:13][CH2:14][N:9]([C:1]([C:2]2[CH:7]=[CH:6][CH:5]=[CH:4][CH:3]=2)=[O:8])[CH2:10][CH2:11]1. (5) Given the reactants [Br:1][C:2]1[CH:3]=[C:4]([OH:8])[CH:5]=[CH:6][CH:7]=1.Br[CH2:10][CH2:11][CH2:12][C:13]([O:15][CH2:16][CH3:17])=[O:14], predict the reaction product. The product is: [CH2:16]([O:15][C:13](=[O:14])[CH2:12][CH2:11][CH2:10][O:8][C:4]1[CH:5]=[CH:6][CH:7]=[C:2]([Br:1])[CH:3]=1)[CH3:17]. (6) The product is: [NH2:8][CH:9]1[CH2:13][CH2:12][N:11]([S:14]([C:17]2[C:18]3[C:19]([Cl:28])=[CH:20][N:21]=[C:22]([NH2:27])[C:23]=3[CH:24]=[CH:25][CH:26]=2)(=[O:15])=[O:16])[CH2:10]1.[ClH:29]. Given the reactants C(OC([NH:8][CH:9]1[CH2:13][CH2:12][N:11]([S:14]([C:17]2[C:18]3[C:19]([Cl:28])=[CH:20][N:21]=[C:22]([NH2:27])[C:23]=3[CH:24]=[CH:25][CH:26]=2)(=[O:16])=[O:15])[CH2:10]1)=O)(C)(C)C.[ClH:29].CO, predict the reaction product.